From a dataset of Catalyst prediction with 721,799 reactions and 888 catalyst types from USPTO. Predict which catalyst facilitates the given reaction. Reactant: Br[C:2]1[CH:11]=[CH:10][C:5]([C:6]([O:8][CH3:9])=[O:7])=[CH:4][C:3]=1[CH:12]=[O:13].[CH:14]1([NH:17][C:18](=[O:36])[C:19]2[CH:24]=[C:23](B3OC(C)(C)C(C)(C)O3)[C:22]([CH3:34])=[C:21]([F:35])[CH:20]=2)[CH2:16][CH2:15]1.C(=O)([O-])[O-].[K+].[K+]. Product: [CH:14]1([NH:17][C:18]([C:19]2[CH:20]=[C:21]([F:35])[C:22]([CH3:34])=[C:23]([C:2]3[CH:11]=[CH:10][C:5]([C:6]([O:8][CH3:9])=[O:7])=[CH:4][C:3]=3[CH:12]=[O:13])[CH:24]=2)=[O:36])[CH2:16][CH2:15]1. The catalyst class is: 73.